Dataset: Full USPTO retrosynthesis dataset with 1.9M reactions from patents (1976-2016). Task: Predict the reactants needed to synthesize the given product. (1) Given the product [F:19][C:2]([CH3:11])([CH3:1])[CH2:3][NH:4][C:5]1[CH:10]=[CH:9][CH:8]=[CH:7][N:6]=1, predict the reactants needed to synthesize it. The reactants are: [CH3:1][C:2](O)([CH3:11])[CH2:3][NH:4][C:5]1[CH:10]=[CH:9][CH:8]=[CH:7][N:6]=1.C(N(S(F)(F)[F:19])CC)C.C(=O)([O-])O.[Na+].C(OCC)(=O)C. (2) Given the product [Cl:14][C:15]1[CH:20]=[C:19]([Cl:21])[CH:18]=[CH:17][C:16]=1[C:22]1[CH:27]=[CH:26][C:25]([CH2:28][CH3:29])=[C:24]([CH:30]=[C:5]2[C:4]([CH3:9])([CH3:8])[O:3][C:2]([CH3:10])([CH3:1])[C:6]2=[O:7])[CH:23]=1, predict the reactants needed to synthesize it. The reactants are: [CH3:1][C:2]1([CH3:10])[C:6](=[O:7])[CH2:5][C:4]([CH3:9])([CH3:8])[O:3]1.C[O-].[Na+].[Cl:14][C:15]1[CH:20]=[C:19]([Cl:21])[CH:18]=[CH:17][C:16]=1[C:22]1[CH:27]=[CH:26][C:25]([CH2:28][CH3:29])=[C:24]([CH:30]=O)[CH:23]=1.Cl.